From a dataset of Forward reaction prediction with 1.9M reactions from USPTO patents (1976-2016). Predict the product of the given reaction. (1) Given the reactants [NH2:1][CH2:2][C:3]1[CH:30]=[CH:29][C:6]([C:7]([NH:9][C:10]2[CH:15]=[C:14]([C:16]3[S:17][CH:18]=[CH:19][CH:20]=3)[CH:13]=[CH:12][C:11]=2[NH:21][C:22](=[O:28])[O:23][C:24]([CH3:27])([CH3:26])[CH3:25])=[O:8])=[CH:5][CH:4]=1.CCN(C(C)C)C(C)C.[Cl:40][CH2:41][O:42][C:43](Cl)=[O:44], predict the reaction product. The product is: [C:24]([O:23][C:22]([NH:21][C:11]1[CH:12]=[CH:13][C:14]([C:16]2[S:17][CH:18]=[CH:19][CH:20]=2)=[CH:15][C:10]=1[NH:9][C:7]([C:6]1[CH:29]=[CH:30][C:3]([CH2:2][NH:1][C:43](=[O:44])[O:42][CH2:41][Cl:40])=[CH:4][CH:5]=1)=[O:8])=[O:28])([CH3:25])([CH3:26])[CH3:27]. (2) Given the reactants [CH3:1][O:2][C:3]1[N:8]=[C:7]([CH2:9]O)[CH:6]=[CH:5][CH:4]=1.[Br:11]C(Br)(Br)Br.C1(P(C2C=CC=CC=2)C2C=CC=CC=2)C=CC=CC=1, predict the reaction product. The product is: [Br:11][CH2:9][C:7]1[CH:6]=[CH:5][CH:4]=[C:3]([O:2][CH3:1])[N:8]=1. (3) Given the reactants [OH:1][CH2:2][CH:3]1[CH2:11][C:10]2[C:5](=[CH:6][CH:7]=[C:8]([C:12]#[N:13])[CH:9]=2)[CH2:4]1.CC(OI1(OC(C)=O)(OC(C)=O)OC(=O)C2C=CC=CC1=2)=O, predict the reaction product. The product is: [CH:2]([CH:3]1[CH2:11][C:10]2[C:5](=[CH:6][CH:7]=[C:8]([C:12]#[N:13])[CH:9]=2)[CH2:4]1)=[O:1]. (4) Given the reactants [CH2:1](OC(OCC)OCC)C.[NH2:11][C:12]1[CH:33]=[CH:32][C:31]([N:34]2[CH2:39][CH2:38][O:37][CH2:36][CH2:35]2)=[CH:30][C:13]=1[C:14]([NH:16][C:17]1[CH:22]=[C:21]([C:23]([NH:25][CH:26]2[CH2:28][CH2:27]2)=[O:24])[CH:20]=[CH:19][C:18]=1[CH3:29])=[O:15].C(O)(=O)C, predict the reaction product. The product is: [CH:26]1([NH:25][C:23](=[O:24])[C:21]2[CH:20]=[CH:19][C:18]([CH3:29])=[C:17]([N:16]3[C:14](=[O:15])[C:13]4[C:12](=[CH:33][CH:32]=[C:31]([N:34]5[CH2:35][CH2:36][O:37][CH2:38][CH2:39]5)[CH:30]=4)[N:11]=[CH:1]3)[CH:22]=2)[CH2:28][CH2:27]1. (5) Given the reactants [F:1][C:2]1[C:7]2[N:8]=[C:9]([NH:11][C:12](=[O:20])[C:13]3[CH:18]=[CH:17][C:16]([CH3:19])=[CH:15][CH:14]=3)[S:10][C:6]=2[CH:5]=[C:4]([F:21])[CH:3]=1.C(=O)([O-])[O-].[K+].[K+].Br[CH2:29][C:30]([O:32][CH2:33][CH3:34])=[O:31], predict the reaction product. The product is: [F:1][C:2]1[C:7]2[N:8]([CH2:29][C:30]([O:32][CH2:33][CH3:34])=[O:31])[C:9](=[N:11][C:12](=[O:20])[C:13]3[CH:14]=[CH:15][C:16]([CH3:19])=[CH:17][CH:18]=3)[S:10][C:6]=2[CH:5]=[C:4]([F:21])[CH:3]=1. (6) Given the reactants [N:1]([CH2:4][CH2:5][CH2:6][CH2:7][C:8]1[NH:9][C:10]([CH3:34])=[C:11]([C:30]([O:32][CH3:33])=[O:31])[CH:12]([C:21]2[CH:26]=[CH:25][C:24]([N+:27]([O-:29])=[O:28])=[CH:23][CH:22]=2)[C:13]=1[C:14]([O:16]CCC#N)=[O:15])=[N+:2]=[N-:3].[OH-].[K+], predict the reaction product. The product is: [N:1]([CH2:4][CH2:5][CH2:6][CH2:7][C:8]1[NH:9][C:10]([CH3:34])=[C:11]([C:30]([O:32][CH3:33])=[O:31])[CH:12]([C:21]2[CH:22]=[CH:23][C:24]([N+:27]([O-:29])=[O:28])=[CH:25][CH:26]=2)[C:13]=1[C:14]([OH:16])=[O:15])=[N+:2]=[N-:3]. (7) Given the reactants [CH2:1]([O:8][C:9]([NH:11][C@H:12]([C:15]([OH:17])=[O:16])[CH2:13][NH2:14])=[O:10])[C:2]1[CH:7]=[CH:6][CH:5]=[CH:4][CH:3]=1.O.[OH-].[Na+].[C:21](O[C:21]([O:23][C:24]([CH3:27])([CH3:26])[CH3:25])=[O:22])([O:23][C:24]([CH3:27])([CH3:26])[CH3:25])=[O:22], predict the reaction product. The product is: [C:24]([O:23][C:21]([NH:14][CH2:13][C@H:12]([NH:11][C:9]([O:8][CH2:1][C:2]1[CH:3]=[CH:4][CH:5]=[CH:6][CH:7]=1)=[O:10])[C:15]([OH:17])=[O:16])=[O:22])([CH3:27])([CH3:26])[CH3:25]. (8) Given the reactants [C:1]([OH:22])(=O)[CH2:2][CH2:3][CH2:4][CH:5]=[CH:6][CH2:7][CH:8]=[CH:9][CH2:10][CH:11]=[CH:12][CH2:13][CH:14]=[CH:15][CH2:16][CH:17]=[CH:18][CH2:19][CH3:20].C(Cl)(=O)C([Cl:26])=O, predict the reaction product. The product is: [C:1]([Cl:26])(=[O:22])[CH2:2][CH2:3][CH2:4][CH:5]=[CH:6][CH2:7][CH:8]=[CH:9][CH2:10][CH:11]=[CH:12][CH2:13][CH:14]=[CH:15][CH2:16][CH:17]=[CH:18][CH2:19][CH3:20]. (9) Given the reactants [C:1]([OH:11])(=[O:10])[C:2]1[C:3](=[CH:5][CH:6]=[C:7]([CH:9]=1)[OH:8])[OH:4].[O:12]=[C:13]([N:27]1[CH2:32][CH2:31][N:30]2[C:33]([C:36]([F:39])([F:38])[F:37])=[N:34][N:35]=[C:29]2[CH2:28]1)[CH2:14][C@H:15]([NH2:26])[CH2:16][C:17]1[CH:22]=[C:21]([F:23])[C:20]([F:24])=[CH:19][C:18]=1[F:25], predict the reaction product. The product is: [C:1]([O-:11])(=[O:10])[C:2]1[C:3](=[CH:5][CH:6]=[C:7]([CH:9]=1)[OH:8])[OH:4].[O:12]=[C:13]([N:27]1[CH2:32][CH2:31][N:30]2[C:33]([C:36]([F:39])([F:38])[F:37])=[N:34][N:35]=[C:29]2[CH2:28]1)[CH2:14][C@H:15]([NH2:26])[CH2:16][C:17]1[CH:22]=[C:21]([F:23])[C:20]([F:24])=[CH:19][C:18]=1[F:25].